Dataset: Catalyst prediction with 721,799 reactions and 888 catalyst types from USPTO. Task: Predict which catalyst facilitates the given reaction. Reactant: [O:1]1[C:6]2[CH:7]=[CH:8][CH:9]=[CH:10][C:5]=2[O:4][CH2:3][C@@H:2]1[C:11]([N:13]1[CH2:18][CH2:17][CH2:16][C@H:15]([C:19]2[CH:24]=[CH:23][CH:22]=[C:21]([C:25]([F:28])([F:27])[F:26])[CH:20]=2)[CH2:14]1)=O. Product: [O:1]1[C:6]2[CH:7]=[CH:8][CH:9]=[CH:10][C:5]=2[O:4][CH2:3][C@@H:2]1[CH2:11][N:13]1[CH2:18][CH2:17][CH2:16][C@H:15]([C:19]2[CH:24]=[CH:23][CH:22]=[C:21]([C:25]([F:27])([F:26])[F:28])[CH:20]=2)[CH2:14]1. The catalyst class is: 1.